This data is from Full USPTO retrosynthesis dataset with 1.9M reactions from patents (1976-2016). The task is: Predict the reactants needed to synthesize the given product. (1) Given the product [CH3:14][O:13][C:8]1[CH:9]=[CH:10][CH:11]=[CH:12][C:7]=1[NH:6][C:4](=[O:5])[C:3]1[C:2]([NH:1][S:35]([C:29]2[CH:34]=[CH:33][CH:32]=[CH:31][CH:30]=2)(=[O:37])=[O:36])=[CH:18][CH:17]=[CH:16][C:15]=1[S:19][C:20]1[CH:21]=[CH:22][C:23]([N+:26]([O-:28])=[O:27])=[CH:24][CH:25]=1, predict the reactants needed to synthesize it. The reactants are: [NH2:1][C:2]1[CH:18]=[CH:17][CH:16]=[C:15]([S:19][C:20]2[CH:25]=[CH:24][C:23]([N+:26]([O-:28])=[O:27])=[CH:22][CH:21]=2)[C:3]=1[C:4]([NH:6][C:7]1[CH:12]=[CH:11][CH:10]=[CH:9][C:8]=1[O:13][CH3:14])=[O:5].[C:29]1([S:35](Cl)(=[O:37])=[O:36])[CH:34]=[CH:33][CH:32]=[CH:31][CH:30]=1. (2) Given the product [CH3:9][C:8]1[CH:7]=[CH:6][C:5]([CH3:10])=[C:4]2[C:3]=1[CH2:2][O:1][C:11]2=[O:12], predict the reactants needed to synthesize it. The reactants are: [OH:1][CH2:2][C:3]1[C:8]([CH3:9])=[CH:7][CH:6]=[C:5]([CH3:10])[C:4]=1[CH2:11][OH:12].